From a dataset of Full USPTO retrosynthesis dataset with 1.9M reactions from patents (1976-2016). Predict the reactants needed to synthesize the given product. (1) Given the product [C:1]([O:5][C:6]([N:8]1[CH2:13][C@@H:12]2[C@@H:10]([CH2:11]2)[C@H:9]1[CH2:14][NH:15][C:21](=[O:22])[C:20]1[CH:24]=[CH:25][C:17]([F:16])=[CH:18][CH:19]=1)=[O:7])([CH3:4])([CH3:3])[CH3:2], predict the reactants needed to synthesize it. The reactants are: [C:1]([O:5][C:6]([N:8]1[CH2:13][C@@H:12]2[C@@H:10]([CH2:11]2)[C@H:9]1[CH2:14][NH2:15])=[O:7])([CH3:4])([CH3:3])[CH3:2].[F:16][C:17]1[CH:25]=[CH:24][C:20]([C:21](O)=[O:22])=[CH:19][CH:18]=1. (2) The reactants are: [Cl:1][C:2]1[CH:3]=[CH:4][C:5]([OH:10])=[C:6]([CH:9]=1)[CH:7]=[O:8].[CH3:11][O:12][C:13]1[CH:20]=[CH:19][C:16]([CH2:17]Cl)=[CH:15][CH:14]=1.C(=O)([O-])[O-].[K+].[K+]. Given the product [Cl:1][C:2]1[CH:3]=[CH:4][C:5]([O:10][CH2:17][C:16]2[CH:19]=[CH:20][C:13]([O:12][CH3:11])=[CH:14][CH:15]=2)=[C:6]([CH:9]=1)[CH:7]=[O:8], predict the reactants needed to synthesize it. (3) Given the product [Br:23][C:24]1[CH:31]=[CH:30][C:27]([CH:28]=[N:21][NH:20][C:18]([C:10]2[NH:11][C:12]3[C:17]([C:9]=2[C:6]2[CH:5]=[CH:4][C:3]([N:2]([CH3:22])[CH3:1])=[CH:8][CH:7]=2)=[CH:16][CH:15]=[CH:14][CH:13]=3)=[O:19])=[CH:26][CH:25]=1, predict the reactants needed to synthesize it. The reactants are: [CH3:1][N:2]([CH3:22])[C:3]1[CH:8]=[CH:7][C:6]([C:9]2[C:17]3[C:12](=[CH:13][CH:14]=[CH:15][CH:16]=3)[NH:11][C:10]=2[C:18]([NH:20][NH2:21])=[O:19])=[CH:5][CH:4]=1.[Br:23][C:24]1[CH:31]=[CH:30][C:27]([CH:28]=O)=[CH:26][CH:25]=1. (4) The reactants are: [NH:1]1[CH:5]=[C:4]([C:6]2[C:7]([C:12]3[CH:17]=[CH:16][C:15]([F:18])=[CH:14][CH:13]=3)=[N:8][O:9][C:10]=2[CH3:11])[N:3]=[CH:2]1.[Cl:19][C:20]1[CH:21]=[C:22](B(O)O)[CH:23]=[CH:24][CH:25]=1. Given the product [Cl:19][C:20]1[CH:25]=[C:24]([N:1]2[CH:5]=[C:4]([C:6]3[C:7]([C:12]4[CH:17]=[CH:16][C:15]([F:18])=[CH:14][CH:13]=4)=[N:8][O:9][C:10]=3[CH3:11])[N:3]=[CH:2]2)[CH:23]=[CH:22][CH:21]=1, predict the reactants needed to synthesize it. (5) Given the product [Cl:8][C:5]1[CH:6]=[CH:7][C:2]([NH:1][S:23]([C:20]2[CH:19]=[CH:18][C:17]([C:27]3[CH:32]=[CH:31][CH:30]=[CH:29][CH:28]=3)=[CH:22][CH:21]=2)(=[O:25])=[O:24])=[C:3]([C:9]([C:11]2[CH:16]=[CH:15][N:14]=[CH:13][CH:12]=2)=[O:10])[CH:4]=1, predict the reactants needed to synthesize it. The reactants are: [NH2:1][C:2]1[CH:7]=[CH:6][C:5]([Cl:8])=[CH:4][C:3]=1[C:9]([C:11]1[CH:16]=[CH:15][N:14]=[CH:13][CH:12]=1)=[O:10].[C:17]1([C:27]2[CH:32]=[CH:31][CH:30]=[CH:29][CH:28]=2)[CH:22]=[CH:21][C:20]([S:23](Cl)(=[O:25])=[O:24])=[CH:19][CH:18]=1. (6) Given the product [O:58]1[CH2:59][CH2:60][CH:55]([NH:54][C:7]([C:6]2[S:5][C:4]([CH2:10][CH2:11][C:12]3[C:13]([C:17]4[CH:22]=[CH:21][CH:20]=[CH:19][N:18]=4)=[N:14][O:15][CH:16]=3)=[N:3][C:2]=2[CH3:1])=[O:9])[CH2:56][CH2:57]1, predict the reactants needed to synthesize it. The reactants are: [CH3:1][C:2]1[N:3]=[C:4]([CH2:10][CH2:11][C:12]2[C:13]([C:17]3[CH:22]=[CH:21][CH:20]=[CH:19][N:18]=3)=[N:14][O:15][CH:16]=2)[S:5][C:6]=1[C:7]([OH:9])=O.F[B-](F)(F)F.N1(OC(N(C)C)=[N+](C)C)C2C=CC=CC=2N=N1.C(N(CC)C(C)C)(C)C.[NH2:54][CH:55]1[CH2:60][CH2:59][O:58][CH2:57][CH2:56]1.